Task: Predict the reactants needed to synthesize the given product.. Dataset: Full USPTO retrosynthesis dataset with 1.9M reactions from patents (1976-2016) Given the product [Br:1][C:2]1[C:3]2[O:11][CH:20]([C:19]([F:18])([F:28])[F:27])[C:21]([C:22]([O:24][CH2:25][CH3:26])=[O:23])=[CH:5][C:4]=2[CH:7]=[C:8]([Cl:10])[CH:9]=1, predict the reactants needed to synthesize it. The reactants are: [Br:1][C:2]1[CH:9]=[C:8]([Cl:10])[CH:7]=[C:4]([CH:5]=O)[C:3]=1[OH:11].C(=O)([O-])[O-].[K+].[K+].[F:18][C:19]([F:28])([F:27])/[CH:20]=[CH:21]/[C:22]([O:24][CH2:25][CH3:26])=[O:23].O.